Dataset: Catalyst prediction with 721,799 reactions and 888 catalyst types from USPTO. Task: Predict which catalyst facilitates the given reaction. (1) The catalyst class is: 179. Reactant: [O:1]=[C:2]1[NH:3][C:4]2[C:9](/[C:10]/1=[CH:11]\[C:12]1[O:16][C:15]([C:17]3[CH:18]=[C:19]([CH:23]=[CH:24][CH:25]=3)[C:20]([O-:22])=O)=[CH:14][CH:13]=1)=[CH:8][CH:7]=[CH:6][CH:5]=2.C1C=CC2N(O)N=NC=2C=1.CCN=C=NCCCN(C)C.[N:47]1([CH2:52][CH2:53][NH2:54])[CH2:51][CH2:50][CH2:49][CH2:48]1.CCN(C(C)C)C(C)C. Product: [O:1]=[C:2]1[NH:3][C:4]2[C:9](/[C:10]/1=[CH:11]\[C:12]1[O:16][C:15]([C:17]3[CH:18]=[C:19]([CH:23]=[CH:24][CH:25]=3)[C:20]([NH:54][CH2:53][CH2:52][N:47]3[CH2:51][CH2:50][CH2:49][CH2:48]3)=[O:22])=[CH:14][CH:13]=1)=[CH:8][CH:7]=[CH:6][CH:5]=2. (2) Reactant: Cl.[C:2](Cl)(=[O:9])[C:3]1[CH:8]=[CH:7][N:6]=[CH:5][CH:4]=1.C(N(CC)CC)C.ClCCl.[N:21]1([C:27]2[CH:33]=[CH:32][CH:31]=[CH:30][C:28]=2[NH2:29])[CH2:26][CH2:25][CH2:24][CH2:23][CH2:22]1. Product: [N:21]1([C:27]2[CH:33]=[CH:32][CH:31]=[CH:30][C:28]=2[NH:29][C:2](=[O:9])[C:3]2[CH:8]=[CH:7][N:6]=[CH:5][CH:4]=2)[CH2:26][CH2:25][CH2:24][CH2:23][CH2:22]1. The catalyst class is: 6. (3) Reactant: [O:1]1[C:5]2[CH:6]=[CH:7][C:8]([NH:10][C:11]([C:13]3[C:17]4[N:18]=[C:19](Cl)[N:20]=[CH:21][C:16]=4[S:15][CH:14]=3)=[O:12])=[CH:9][C:4]=2[O:3][CH2:2]1.O1C2C=CC(NC(C3C4N=C(O[N:45]5[C:49]6[CH:50]=[CH:51][CH:52]=[CH:53][C:48]=6[N:47]=N5)N=CC=4SC=3)=O)=CC=2OC1.N[C@@H]1CCCC[C@@H]1N. Product: [O:1]1[C:5]2[CH:6]=[CH:7][C:8]([NH:10][C:11]([C:13]3[C:17]4[N:18]=[C:19]([NH:45][C@@H:49]5[CH2:50][CH2:51][CH2:52][CH2:53][C@@H:48]5[NH2:47])[N:20]=[CH:21][C:16]=4[S:15][CH:14]=3)=[O:12])=[CH:9][C:4]=2[O:3][CH2:2]1. The catalyst class is: 258. (4) Reactant: [CH3:1][C@H:2]1[CH2:7][O:6][CH2:5][C@@H:4]([CH3:8])[NH:3]1.CN(C(ON1N=NC2C=CC=NC1=2)=[N+](C)C)C.F[P-](F)(F)(F)(F)F.CCN(C(C)C)C(C)C.[NH2:42][C:43]1[CH:51]=[CH:50][C:46]([C:47](O)=[O:48])=[CH:45][N:44]=1. The catalyst class is: 3. Product: [NH2:42][C:43]1[N:44]=[CH:45][C:46]([C:47]([N:3]2[C@@H:4]([CH3:8])[CH2:5][O:6][CH2:7][C@H:2]2[CH3:1])=[O:48])=[CH:50][CH:51]=1. (5) Product: [Cl:13][C:5]1[C:4]2[C:9](=[CH:10][CH:11]=[C:2]([NH:20][CH2:19][C:18]3[CH:21]=[C:22]([O:24][CH3:25])[CH:23]=[C:16]([O:15][CH3:14])[CH:17]=3)[CH:3]=2)[C:8](=[O:12])[NH:7][N:6]=1. Reactant: Br[C:2]1[CH:3]=[C:4]2[C:9](=[CH:10][CH:11]=1)[C:8](=[O:12])[NH:7][N:6]=[C:5]2[Cl:13].[CH3:14][O:15][C:16]1[CH:17]=[C:18]([CH:21]=[C:22]([O:24][CH3:25])[CH:23]=1)[CH2:19][NH2:20].C1C=CC(P(C2C(C3C(P(C4C=CC=CC=4)C4C=CC=CC=4)=CC=C4C=3C=CC=C4)=C3C(C=CC=C3)=CC=2)C2C=CC=CC=2)=CC=1.CC([O-])(C)C.[Na+]. The catalyst class is: 686. (6) Reactant: [CH3:1][O:2][CH2:3][C:4]([N:6]1[CH2:11][C:10]([CH3:13])([CH3:12])[N:9]([CH2:14][C:15]2[CH:20]=[C:19]([C:21]3[CH:26]=[CH:25][C:24]([O:27]COC)=[CH:23][CH:22]=3)[N:18]=[C:17]3[N:31](C4CCCCO4)[N:32]=[C:33]([CH3:34])[C:16]=23)[CH2:8][C:7]1([CH3:42])[CH3:41])=[O:5].Cl. Product: [OH:27][C:24]1[CH:23]=[CH:22][C:21]([C:19]2[N:18]=[C:17]3[NH:31][N:32]=[C:33]([CH3:34])[C:16]3=[C:15]([CH2:14][N:9]3[C:10]([CH3:13])([CH3:12])[CH2:11][N:6]([C:4](=[O:5])[CH2:3][O:2][CH3:1])[C:7]([CH3:42])([CH3:41])[CH2:8]3)[CH:20]=2)=[CH:26][CH:25]=1. The catalyst class is: 12. (7) Reactant: [CH3:1][O:2][CH2:3][C@H:4]([CH3:31])[O:5][C:6]1[CH:7]=[C:8]([C:23]2[NH:27][C:26]([C:28](O)=[O:29])=[CH:25][CH:24]=2)[CH:9]=[C:10]([O:12][Si:13]([CH:20]([CH3:22])[CH3:21])([CH:17]([CH3:19])[CH3:18])[CH:14]([CH3:16])[CH3:15])[CH:11]=1.[NH2:32][CH2:33][C@H:34]([OH:36])[CH3:35].[Cl-].COC1N=C(OC)N=C([N+]2(C)CCOCC2)N=1. Product: [OH:36][C@H:34]([CH3:35])[CH2:33][NH:32][C:28]([C:26]1[NH:27][C:23]([C:8]2[CH:9]=[C:10]([O:12][Si:13]([CH:14]([CH3:15])[CH3:16])([CH:20]([CH3:22])[CH3:21])[CH:17]([CH3:18])[CH3:19])[CH:11]=[C:6]([O:5][C@@H:4]([CH3:31])[CH2:3][O:2][CH3:1])[CH:7]=2)=[CH:24][CH:25]=1)=[O:29]. The catalyst class is: 5. (8) Reactant: [Cl:1][C:2]1[CH:3]=[C:4]([C:8]2[N:13]=[CH:12][C:11]([CH2:14][OH:15])=[CH:10][N:9]=2)[CH:5]=[CH:6][CH:7]=1.CC(OI1(OC(C)=O)(OC(C)=O)OC(=O)C2C=CC=CC1=2)=O.C(=O)(O)[O-].[Na+]. Product: [Cl:1][C:2]1[CH:3]=[C:4]([C:8]2[N:9]=[CH:10][C:11]([CH:14]=[O:15])=[CH:12][N:13]=2)[CH:5]=[CH:6][CH:7]=1. The catalyst class is: 2. (9) Reactant: [Br:1][C:2]1[CH:7]=[CH:6][C:5]([NH:8][C:9]2[C:10]([C:18]([OH:20])=O)=[CH:11][N:12]([CH3:17])[C:13](=[O:16])[C:14]=2[CH3:15])=[C:4]([F:21])[CH:3]=1.C(N1C=CN=C1)(N1C=CN=C1)=O.[C:34]1([CH2:40][S:41]([NH2:44])(=[O:43])=[O:42])[CH:39]=[CH:38][CH:37]=[CH:36][CH:35]=1.C1CCN2C(=NCCC2)CC1. Product: [Br:1][C:2]1[CH:7]=[CH:6][C:5]([NH:8][C:9]2[C:10]([C:18]([NH:44][S:41]([CH2:40][C:34]3[CH:35]=[CH:36][CH:37]=[CH:38][CH:39]=3)(=[O:42])=[O:43])=[O:20])=[CH:11][N:12]([CH3:17])[C:13](=[O:16])[C:14]=2[CH3:15])=[C:4]([F:21])[CH:3]=1. The catalyst class is: 861.